Dataset: Full USPTO retrosynthesis dataset with 1.9M reactions from patents (1976-2016). Task: Predict the reactants needed to synthesize the given product. The reactants are: C(N(C(C)C)CC)(C)C.[F:10]C(F)(S(F)(=O)=O)C(F)(F)C(F)(F)C(F)(F)F.F.F.F.C(N(CC)CC)C.O[CH2:38][CH2:39][CH2:40][O:41][C:42]1[CH:47]=[CH:46][C:45]([C:48]2[C:58]([CH2:59][C:60]([N:62]([CH2:65][CH3:66])[CH2:63][CH3:64])=[O:61])=[C:51]3[N:52]=[C:53]([CH3:57])[CH:54]=[C:55]([CH3:56])[N:50]3[N:49]=2)=[CH:44][CH:43]=1. Given the product [F:10][CH2:38][CH2:39][CH2:40][O:41][C:42]1[CH:47]=[CH:46][C:45]([C:48]2[C:58]([CH2:59][C:60]([N:62]([CH2:65][CH3:66])[CH2:63][CH3:64])=[O:61])=[C:51]3[N:52]=[C:53]([CH3:57])[CH:54]=[C:55]([CH3:56])[N:50]3[N:49]=2)=[CH:44][CH:43]=1, predict the reactants needed to synthesize it.